This data is from Forward reaction prediction with 1.9M reactions from USPTO patents (1976-2016). The task is: Predict the product of the given reaction. (1) Given the reactants C(OC([NH:8][C@@H:9]([C:15]([OH:17])=O)[CH2:10][C:11]([CH3:14])([CH3:13])[CH3:12])=O)(C)(C)C.[Cl:18][C:19]1[CH:20]=[CH:21][C:22]([N:34]2[CH:38]=[N:37][CH:36]=[N:35]2)=[C:23]([CH:33]=1)[CH2:24][NH:25][C:26](=[O:32])[C@@H:27]1[CH2:31][CH2:30][CH2:29][NH:28]1.C(Cl)CCl.C1C=NC2N(O)N=NC=2C=1, predict the reaction product. The product is: [CH3:14][C:11]([CH3:12])([CH3:13])[CH2:10][C@H:9]([C:15]([N:28]1[CH2:29][CH2:30][CH2:31][C@H:27]1[C:26]([NH:25][CH2:24][C:23]1[CH:33]=[C:19]([Cl:18])[CH:20]=[CH:21][C:22]=1[N:34]1[CH:38]=[N:37][CH:36]=[N:35]1)=[O:32])=[O:17])[NH2:8]. (2) Given the reactants [CH3:1][C:2]1[NH:7][C:6](=[S:8])[NH:5][CH:4]([C:9]2[CH:14]=[CH:13][CH:12]=[CH:11][CH:10]=2)[C:3]=1[C:15]([OH:17])=[O:16].[CH3:18][O:19][C:20]1[CH:27]=[CH:26][C:23]([CH2:24]O)=[CH:22][CH:21]=1.CCN=C=NCCCN(C)C, predict the reaction product. The product is: [CH3:1][C:2]1[NH:7][C:6](=[S:8])[NH:5][CH:4]([C:9]2[CH:14]=[CH:13][CH:12]=[CH:11][CH:10]=2)[C:3]=1[C:15]([O:17][CH2:24][C:23]1[CH:26]=[CH:27][C:20]([O:19][CH3:18])=[CH:21][CH:22]=1)=[O:16].